This data is from Full USPTO retrosynthesis dataset with 1.9M reactions from patents (1976-2016). The task is: Predict the reactants needed to synthesize the given product. (1) Given the product [NH2:1][C:2]1[CH:7]=[CH:6][C:5]([I:18])=[CH:4][C:3]=1[C:8](=[O:10])[CH3:9], predict the reactants needed to synthesize it. The reactants are: [NH2:1][C:2]1[CH:7]=[CH:6][CH:5]=[CH:4][C:3]=1[C:8](=[O:10])[CH3:9].C1C(=O)N([I:18])C(=O)C1. (2) Given the product [CH3:10][C:9]([CH3:12])([CH3:11])[CH2:8][CH:6]1[CH2:7][CH:4]([C:3]#[CH:2])[CH2:5]1, predict the reactants needed to synthesize it. The reactants are: Br[C:2](Br)=[CH:3][CH:4]1[CH2:7][CH:6]([CH2:8][C:9]([CH3:12])([CH3:11])[CH3:10])[CH2:5]1.CCCCCC.C([Li])CCC.C(O)(=O)C.